Dataset: Full USPTO retrosynthesis dataset with 1.9M reactions from patents (1976-2016). Task: Predict the reactants needed to synthesize the given product. (1) Given the product [Cl:8][C:4]1[N:3]=[C:2]([NH:1][C:12]2[S:13][C:14]([C:17]3[CH:22]=[N:21][C:20]([CH3:23])=[CH:19][CH:18]=3)=[CH:15][N:16]=2)[CH:7]=[CH:6][CH:5]=1, predict the reactants needed to synthesize it. The reactants are: [NH2:1][C:2]1[CH:7]=[CH:6][CH:5]=[C:4]([Cl:8])[N:3]=1.[H-].[Na+].Cl[C:12]1[S:13][C:14]([C:17]2[CH:18]=[CH:19][C:20]([C:23]#N)=[N:21][CH:22]=2)=[CH:15][N:16]=1. (2) Given the product [CH2:13]([O:15][CH:16]([O:18][CH2:19][CH3:20])[CH:17]([CH3:1])[CH:21]([O:23][CH2:24][CH3:25])[CH3:22])[CH3:14], predict the reactants needed to synthesize it. The reactants are: [CH3:1]C(=CC=CC=C(C)C=O)C=O.[CH2:13]([O:15][CH:16]([O:18][CH2:19][CH3:20])[CH3:17])[CH3:14].[CH2:21]([O:23][CH:24]=[CH:25]C)[CH3:22].